Dataset: Forward reaction prediction with 1.9M reactions from USPTO patents (1976-2016). Task: Predict the product of the given reaction. Given the reactants [O:1]=[O+][O-].[CH2:4]([O:6][C:7]([C@@H:9]1[CH2:13][CH2:12][CH:11]([CH2:14][CH:15]=C)[N:10]1[C:17]([O:19][C:20]([CH3:23])([CH3:22])[CH3:21])=[O:18])=[O:8])[CH3:5].[BH4-].[Na+], predict the reaction product. The product is: [CH2:4]([O:6][C:7]([C@@H:9]1[CH2:13][CH2:12][CH:11]([CH2:14][CH2:15][OH:1])[N:10]1[C:17]([O:19][C:20]([CH3:23])([CH3:22])[CH3:21])=[O:18])=[O:8])[CH3:5].